Dataset: Full USPTO retrosynthesis dataset with 1.9M reactions from patents (1976-2016). Task: Predict the reactants needed to synthesize the given product. (1) Given the product [Cl:10][C:11]1[N:16]=[CH:15][C:14]2[C:17]([NH:5][C:4]3[CH:6]=[CH:7][CH:8]=[CH:9][C:3]=3[O:2][CH3:1])=[N:18][N:19]([C:20]([C:21]3[CH:22]=[CH:23][CH:24]=[CH:25][CH:26]=3)([C:27]3[CH:28]=[CH:29][CH:30]=[CH:31][CH:32]=3)[C:33]3[CH:38]=[CH:37][CH:36]=[CH:35][CH:34]=3)[C:13]=2[CH:12]=1, predict the reactants needed to synthesize it. The reactants are: [CH3:1][O:2][C:3]1[CH:9]=[CH:8][CH:7]=[CH:6][C:4]=1[NH2:5].[Cl:10][C:11]1[N:16]=[CH:15][C:14]2[C:17](I)=[N:18][N:19]([C:20]([C:33]3[CH:38]=[CH:37][CH:36]=[CH:35][CH:34]=3)([C:27]3[CH:32]=[CH:31][CH:30]=[CH:29][CH:28]=3)[C:21]3[CH:26]=[CH:25][CH:24]=[CH:23][CH:22]=3)[C:13]=2[CH:12]=1.C([O-])([O-])=O.[Cs+].[Cs+]. (2) Given the product [CH2:31]([O:30][C:28](=[O:29])[CH2:27][N:19]1[C:20]2[C:16](=[CH:15][C:14]([O:13][CH2:12][CH2:11][CH2:10][N:8]([C:6]3[C:5]([CH3:23])=[CH:4][N:3]=[C:2]([Cl:1])[N:7]=3)[CH3:9])=[CH:22][CH:21]=2)[CH:17]=[CH:18]1)[CH3:32], predict the reactants needed to synthesize it. The reactants are: [Cl:1][C:2]1[N:7]=[C:6]([N:8]([CH2:10][CH2:11][CH2:12][O:13][C:14]2[CH:15]=[C:16]3[C:20](=[CH:21][CH:22]=2)[NH:19][CH:18]=[CH:17]3)[CH3:9])[C:5]([CH3:23])=[CH:4][N:3]=1.[H-].[Na+].Br[CH2:27][C:28]([O:30][CH2:31][CH3:32])=[O:29]. (3) Given the product [CH2:1]([O:8][CH2:9][C:10]1[N:15]=[CH:14][N:13]=[C:12]([O:16][C:17]2[CH:18]=[C:19]3[C:23](=[CH:24][CH:25]=2)[N:22]([C:28](=[O:30])[CH3:29])[CH:21]=[CH:20]3)[CH:11]=1)[C:2]1[CH:3]=[CH:4][CH:5]=[CH:6][CH:7]=1, predict the reactants needed to synthesize it. The reactants are: [CH2:1]([O:8][CH2:9][C:10]1[N:15]=[CH:14][N:13]=[C:12]([O:16][C:17]2[CH:18]=[C:19]3[C:23](=[CH:24][CH:25]=2)[NH:22][CH:21]=[CH:20]3)[CH:11]=1)[C:2]1[CH:7]=[CH:6][CH:5]=[CH:4][CH:3]=1.[H-].[Na+].[C:28](OC(=O)C)(=[O:30])[CH3:29]. (4) Given the product [F:26][C:22]1[C:21]([F:27])=[CH:20][CH:25]=[CH:24][C:23]=1[C:9]1[CH:17]=[CH:16][CH:15]=[C:14]2[C:10]=1[CH:11]=[CH:12][NH:13]2, predict the reactants needed to synthesize it. The reactants are: CC1(C)C(C)(C)OB([C:9]2[CH:17]=[CH:16][CH:15]=[C:14]3[C:10]=2[CH:11]=[CH:12][NH:13]3)O1.Br[C:20]1[CH:25]=[CH:24][CH:23]=[C:22]([F:26])[C:21]=1[F:27].[OH-].[Na+].